From a dataset of Reaction yield outcomes from USPTO patents with 853,638 reactions. Predict the reaction yield, written as a fraction of the theoretical maximum amount of product (1.0 means a 100% yield; for example, 0.34 means a 34% yield). The reactants are FC(F)(F)S(O[C:7]1[CH:12]=[CH:11][C:10]([F:13])=[C:9]([NH:14][CH2:15][C:16]2[CH:21]=[CH:20][CH:19]=[C:18]([F:22])[CH:17]=2)[N:8]=1)(=O)=O.[Cl:25][C:26]1[C:27](B(O)O)=[CH:28][C:29]([F:32])=[N:30][CH:31]=1.C(=O)([O-])[O-].[Na+].[Na+]. The catalyst is COCCOC.C1C=CC(P(C2C=CC=CC=2)[C-]2C=CC=C2)=CC=1.C1C=CC(P(C2C=CC=CC=2)[C-]2C=CC=C2)=CC=1.Cl[Pd]Cl.[Fe+2].C(Cl)Cl. The product is [Cl:25][C:26]1[C:27]([C:7]2[CH:12]=[CH:11][C:10]([F:13])=[C:9]([NH:14][CH2:15][C:16]3[CH:21]=[CH:20][CH:19]=[C:18]([F:22])[CH:17]=3)[N:8]=2)=[CH:28][C:29]([F:32])=[N:30][CH:31]=1. The yield is 0.570.